From a dataset of Reaction yield outcomes from USPTO patents with 853,638 reactions. Predict the reaction yield, written as a fraction of the theoretical maximum amount of product (1.0 means a 100% yield; for example, 0.34 means a 34% yield). (1) The reactants are [NH2:1][C:2]1[CH:6]=[CH:5][N:4]([CH2:7][CH2:8][CH2:9][OH:10])[N:3]=1.N1C(C)=CC=CC=1C.[CH:19]1([CH2:24][C@H:25]([C:29]2[CH:34]=[CH:33][CH:32]=[C:31]([C:35]([F:38])([F:37])[F:36])[CH:30]=2)[C:26](Cl)=[O:27])[CH2:23][CH2:22][CH2:21][CH2:20]1. The catalyst is C(Cl)Cl. The product is [CH:19]1([CH2:24][C@H:25]([C:29]2[CH:34]=[CH:33][CH:32]=[C:31]([C:35]([F:36])([F:37])[F:38])[CH:30]=2)[C:26]([NH:1][C:2]2[CH:6]=[CH:5][N:4]([CH2:7][CH2:8][CH2:9][OH:10])[N:3]=2)=[O:27])[CH2:23][CH2:22][CH2:21][CH2:20]1. The yield is 0.570. (2) The reactants are [CH2:1]([OH:12])[C@H:2]([C@H:4]([C@@H:6]([C@@H:8]([CH2:10][OH:11])[OH:9])[OH:7])[OH:5])[OH:3].CO[C:15](OC)([CH3:17])[CH3:16].C(=O)(O)[O-].[Na+].O1C[CH2:28][CH2:27][CH2:26]1. The catalyst is CN(C)C=O.O.C1(C)C=CC(S(O)(=O)=O)=CC=1. The product is [CH3:16][C:15]1([CH3:17])[O:9][C@@H:8]([C@@H:6]([OH:7])[C@H:4]([OH:5])[C@@H:2]2[O:3][C:27]([CH3:28])([CH3:26])[O:12][CH2:1]2)[CH2:10][O:11]1. The yield is 0.473. (3) The reactants are Br[C:2]1[CH:7]=[CH:6][C:5]([Cl:8])=[CH:4][CH:3]=1.[Li]CCCC.[O:14]=[C:15]1[C:20]2([CH2:22][CH2:21]2)[CH2:19][N:18]([C:23]([O:25][C:26]([CH3:29])([CH3:28])[CH3:27])=[O:24])[CH2:17][CH2:16]1. The catalyst is C1COCC1. The product is [Cl:8][C:5]1[CH:6]=[CH:7][C:2]([C:15]2([OH:14])[C:20]3([CH2:22][CH2:21]3)[CH2:19][N:18]([C:23]([O:25][C:26]([CH3:28])([CH3:27])[CH3:29])=[O:24])[CH2:17][CH2:16]2)=[CH:3][CH:4]=1. The yield is 0.642.